From a dataset of Full USPTO retrosynthesis dataset with 1.9M reactions from patents (1976-2016). Predict the reactants needed to synthesize the given product. (1) Given the product [C:1]1([C:29]2[CH:30]=[CH:31][CH:32]=[CH:33][CH:34]=2)[CH:2]=[CH:3][C:4]([C:7]2[C:26]([F:27])=[CH:25][C:10]3[NH:11][C:12]([O:14][CH:15]4[CH2:19][CH2:18][CH:17]([C:20]([OH:22])=[O:21])[CH2:16]4)=[N:13][C:9]=3[C:8]=2[F:28])=[CH:5][CH:6]=1, predict the reactants needed to synthesize it. The reactants are: [C:1]1([C:29]2[CH:34]=[CH:33][CH:32]=[CH:31][CH:30]=2)[CH:6]=[CH:5][C:4]([C:7]2[C:26]([F:27])=[CH:25][C:10]3[NH:11][C:12]([O:14][CH:15]4[CH2:19][CH2:18][CH:17]([C:20]([O:22]CC)=[O:21])[CH2:16]4)=[N:13][C:9]=3[C:8]=2[F:28])=[CH:3][CH:2]=1.O([Si](C)(C)C)[K]. (2) Given the product [S:1]1[C:9]2[CH2:8][CH2:7][N:6]([CH2:10][C:12]3[CH:13]=[C:14]([CH2:15][OH:16])[CH:19]=[CH:20][CH:21]=3)[CH2:5][C:4]=2[CH:3]=[CH:2]1, predict the reactants needed to synthesize it. The reactants are: [S:1]1[C:9]2[CH2:8][CH2:7][N:6]([C:10]([C:12]3[CH:13]=[C:14]([CH:19]=[CH:20][CH:21]=3)[C:15](OC)=[O:16])=O)[CH2:5][C:4]=2[CH:3]=[CH:2]1.[H-].[H-].[H-].[H-].[Li+].[Al+3].C(OCC)(=O)C.S([O-])([O-])(=O)=O.[Na+].[Na+]. (3) Given the product [NH2:21][C:18]1[CH:19]=[CH:20][C:15]([O:14][C:12]2[CH:11]=[CH:10][N:9]=[C:8]3[NH:7][CH:6]=[C:5]([C:3]4[N:25]=[C:26]([NH2:28])[S:27][CH:2]=4)[C:13]=23)=[C:16]([F:24])[CH:17]=1, predict the reactants needed to synthesize it. The reactants are: Br[CH2:2][C:3]([C:5]1[C:13]2[C:8](=[N:9][CH:10]=[CH:11][C:12]=2[O:14][C:15]2[CH:20]=[CH:19][C:18]([N+:21]([O-])=O)=[CH:17][C:16]=2[F:24])[NH:7][CH:6]=1)=O.[NH2:25][C:26]([NH2:28])=[S:27].C1COCC1.[Cl-].[NH4+]. (4) Given the product [Si:27]([O:1][C@H:2]1[CH2:6][N:5]([C:7]([O:9][C:10]([CH3:11])([CH3:12])[CH3:13])=[O:8])[C@H:4]([C:14]([O:16][CH3:17])=[O:15])[CH2:3]1)([C:23]([CH3:26])([CH3:25])[CH3:24])([CH3:30])[CH3:29], predict the reactants needed to synthesize it. The reactants are: [OH:1][C@H:2]1[CH2:6][N:5]([C:7]([O:9][C:10]([CH3:13])([CH3:12])[CH3:11])=[O:8])[C@H:4]([C:14]([O:16][CH3:17])=[O:15])[CH2:3]1.N1C=CN=C1.[C:23]([Si:27]([CH3:30])([CH3:29])Cl)([CH3:26])([CH3:25])[CH3:24].